This data is from Full USPTO retrosynthesis dataset with 1.9M reactions from patents (1976-2016). The task is: Predict the reactants needed to synthesize the given product. (1) Given the product [F:40][C:41]([F:46])([F:45])[C:42]([OH:44])=[O:43].[CH3:39][S:36]([C:33]1[CH:34]=[CH:35][C:30]([C:29]2[N:23]3[C:24]([CH:25]=[N:26][C:21]([NH:20][C:17]4[CH:18]=[CH:19][C:14]([CH:11]5[CH2:12][CH2:13][NH:8][CH2:9][CH2:10]5)=[CH:15][CH:16]=4)=[N:22]3)=[CH:27][CH:28]=2)=[CH:31][CH:32]=1)(=[O:37])=[O:38], predict the reactants needed to synthesize it. The reactants are: C(OC([N:8]1[CH2:13][CH2:12][CH:11]([C:14]2[CH:19]=[CH:18][C:17]([NH:20][C:21]3[N:26]=[CH:25][C:24]4=[CH:27][CH:28]=[C:29]([C:30]5[CH:35]=[CH:34][C:33]([S:36]([CH3:39])(=[O:38])=[O:37])=[CH:32][CH:31]=5)[N:23]4[N:22]=3)=[CH:16][CH:15]=2)[CH2:10][CH2:9]1)=O)(C)(C)C.[F:40][C:41]([F:46])([F:45])[C:42]([OH:44])=[O:43].C(Cl)Cl. (2) Given the product [NH:23]1[C:26]2[C:27](=[CH:11][CH:12]=[CH:13][CH:28]=2)[C:25]([CH2:4][CH2:3][NH:2][C:5]2[C:4]3[N:8]=[CH:9][N:10]([C:3]=3[N:2]=[CH:1][N:6]=2)[C@@H:11]2[O:15][C@H:14]([CH2:16][OH:17])[C@@H:13]([OH:18])[C@H:12]2[OH:19])=[CH:24]1, predict the reactants needed to synthesize it. The reactants are: [CH:1]1[N:6]=[C:5](Cl)[C:4]2[N:8]=[CH:9][N:10]([C@@H:11]3[O:15][C@H:14]([CH2:16][OH:17])[C@@H:13]([OH:18])[C@H:12]3[OH:19])[C:3]=2[N:2]=1.C([N:23]([CH:26]([CH3:28])[CH3:27])[CH2:24][CH3:25])(C)C. (3) Given the product [Cl:8][C:6]1[N:5]=[C:4]([CH2:9][S:10]([CH3:13])(=[O:12])=[O:11])[N:3]=[C:2]([C:19]2[CH:18]=[C:17]3[C:22](=[CH:21][CH:20]=2)[NH:14][CH:15]=[CH:16]3)[CH:7]=1, predict the reactants needed to synthesize it. The reactants are: Cl[C:2]1[CH:7]=[C:6]([Cl:8])[N:5]=[C:4]([CH2:9][S:10]([CH3:13])(=[O:12])=[O:11])[N:3]=1.[NH:14]1[C:22]2[C:17](=[CH:18][C:19](B(O)O)=[CH:20][CH:21]=2)[CH:16]=[CH:15]1.C(=O)([O-])[O-].[Na+].[Na+].CN(C=O)C. (4) Given the product [Br:1][C:2]1[CH:7]=[CH:6][C:5]([S:8]([N:13]([CH3:12])[CH2:14][C:15]2[CH:33]=[CH:32][CH:31]=[C:17]([C:18]([N:20]3[C:29]4[C:24](=[CH:25][CH:26]=[CH:27][CH:28]=4)[NH:23][C:22](=[O:30])[CH2:21]3)=[O:19])[CH:16]=2)(=[O:10])=[O:9])=[CH:4][CH:3]=1, predict the reactants needed to synthesize it. The reactants are: [Br:1][C:2]1[CH:7]=[CH:6][C:5]([S:8](Cl)(=[O:10])=[O:9])=[CH:4][CH:3]=1.[CH3:12][NH:13][CH2:14][C:15]1[CH:16]=[C:17]([CH:31]=[CH:32][CH:33]=1)[C:18]([N:20]1[C:29]2[C:24](=[CH:25][CH:26]=[CH:27][CH:28]=2)[NH:23][C:22](=[O:30])[CH2:21]1)=[O:19].C(N(CC)CC)C.